Task: Predict the product of the given reaction.. Dataset: Forward reaction prediction with 1.9M reactions from USPTO patents (1976-2016) (1) Given the reactants [F:1][C:2]1[CH:10]=[CH:9][C:8]([N:11]([CH3:20])[S:12]([C:15]2[S:16][CH:17]=[CH:18][CH:19]=2)(=[O:14])=[O:13])=[C:7]2[C:3]=1[CH:4]=[C:5]([C:25]1[S:26][CH:27]=[CH:28][N:29]=1)[N:6]2OCOC.Cl.O1CCCC1.C(O)C, predict the reaction product. The product is: [F:1][C:2]1[CH:10]=[CH:9][C:8]([N:11]([CH3:20])[S:12]([C:15]2[S:16][CH:17]=[CH:18][CH:19]=2)(=[O:13])=[O:14])=[C:7]2[C:3]=1[CH:4]=[C:5]([C:25]1[S:26][CH:27]=[CH:28][N:29]=1)[NH:6]2. (2) The product is: [CH3:1][C:2]1[CH:7]=[CH:6][N:5]2[C:10]([C:13]([O:15][CH2:16][CH3:17])=[O:14])=[CH:11][N:8]=[C:4]2[CH:3]=1. Given the reactants [CH3:1][C:2]1[CH:7]=[CH:6][N:5]=[C:4]([NH2:8])[CH:3]=1.Cl[C:10]([C:13]([O:15][CH2:16][CH3:17])=[O:14])=[CH:11][O-].[K+].S(=O)(=O)(O)O.N1C=CC=CC=1, predict the reaction product. (3) The product is: [CH3:1][C:2]1[N:7]([CH2:8][CH2:9][C:10]2[CH:11]=[CH:12][C:13]([C:14]([O:16][CH3:17])=[O:15])=[CH:18][CH:19]=2)[C:6](=[O:20])[CH:5]=[CH:4][CH:3]=1. Given the reactants [CH3:1][C:2]1[N:7]([CH2:8][CH2:9][C:10]2[CH:19]=[CH:18][C:13]([C:14]([O:16][CH3:17])=[O:15])=[CH:12][CH:11]=2)[C:6](=[O:20])[CH:5]=[C:4](OS(C(F)(F)F)(=O)=O)[CH:3]=1.C(N(C(C)C)C(C)C)C, predict the reaction product. (4) Given the reactants [CH2:1]([O:3][C:4]([N:6]1[CH2:11][CH2:10][N:9]([C:12](=[O:42])[C@@H:13]([NH:23][C:24]([C:26]2[CH:35]=[C:34]([O:36][CH2:37][C:38](O)=[O:39])[C:33]3[C:28](=[CH:29][C:30]([CH3:41])=[CH:31][CH:32]=3)[N:27]=2)=[O:25])[CH2:14][CH2:15][C:16]([O:18][C:19]([CH3:22])([CH3:21])[CH3:20])=[O:17])[CH2:8][CH2:7]1)=[O:5])[CH3:2].C(Cl)CCl.FC1C(O)=C(F)C(F)=C(F)C=1F.Cl.[CH:60]1([NH:63][C:64]([C@@H:66]2[CH2:70][CH2:69][CH2:68][NH:67]2)=[O:65])[CH2:62][CH2:61]1, predict the reaction product. The product is: [CH2:1]([O:3][C:4]([N:6]1[CH2:7][CH2:8][N:9]([C:12](=[O:42])[C@@H:13]([NH:23][C:24]([C:26]2[CH:35]=[C:34]([O:36][CH2:37][C:38]([N:67]3[CH2:68][CH2:69][CH2:70][C@H:66]3[C:64](=[O:65])[NH:63][CH:60]3[CH2:61][CH2:62]3)=[O:39])[C:33]3[C:28](=[CH:29][C:30]([CH3:41])=[CH:31][CH:32]=3)[N:27]=2)=[O:25])[CH2:14][CH2:15][C:16]([O:18][C:19]([CH3:20])([CH3:22])[CH3:21])=[O:17])[CH2:10][CH2:11]1)=[O:5])[CH3:2]. (5) The product is: [C:1]([N:3]=[C:4]([NH:24][C@@H:22]([C:16]1[CH:21]=[CH:20][CH:19]=[CH:18][CH:17]=1)[CH3:23])[CH2:5][C:6]1[CH:11]=[CH:10][CH:9]=[CH:8][C:7]=1[CH3:12])#[N:2]. Given the reactants [C:1]([N:3]=[C:4](OCC)[CH2:5][C:6]1[CH:11]=[CH:10][CH:9]=[CH:8][C:7]=1[CH3:12])#[N:2].[C:16]1([C@H:22]([NH2:24])[CH3:23])[CH:21]=[CH:20][CH:19]=[CH:18][CH:17]=1, predict the reaction product. (6) The product is: [CH:1]1([CH:7]([CH3:12])[C:8]([O:10][CH3:11])=[O:9])[CH2:6][CH2:5][CH2:4][CH2:3][CH2:2]1. Given the reactants [CH:1]1([CH2:7][C:8]([O:10][CH3:11])=[O:9])[CH2:6][CH2:5][CH2:4][CH2:3][CH2:2]1.[CH3:12]I, predict the reaction product. (7) Given the reactants [CH3:1][C:2]1([CH3:18])[CH2:17][CH2:16][C:5]2=[C:6]([C:13](=[O:15])[CH3:14])[S:7][C:8]([C:9]([F:12])([F:11])[F:10])=[C:4]2[CH2:3]1.[CH2:19]([C:21]1[CH:26]=[C:25]([CH:27]=O)[CH:24]=[C:23]([CH3:29])[C:22]=1[CH:30]=[CH:31][C:32]([OH:34])=[O:33])[CH3:20].Cl.[CH2:36](O)[CH3:37], predict the reaction product. The product is: [CH2:36]([O:34][C:32](=[O:33])[CH:31]=[CH:30][C:22]1[C:23]([CH3:29])=[CH:24][C:25]([CH:27]=[CH:14][C:13]([C:6]2[S:7][C:8]([C:9]([F:12])([F:10])[F:11])=[C:4]3[CH2:3][C:2]([CH3:18])([CH3:1])[CH2:17][CH2:16][C:5]=23)=[O:15])=[CH:26][C:21]=1[CH2:19][CH3:20])[CH3:37]. (8) The product is: [CH2:1]([C:8]1[CH:9]=[N:10][C:11]2[C:16]([C:17]=1[C:18]1[CH:19]=[C:20]([NH:24][CH2:32][C:31]3[CH:34]=[CH:35][CH:36]=[C:37]([OH:38])[C:30]=3[OH:29])[CH:21]=[CH:22][CH:23]=1)=[CH:15][CH:14]=[CH:13][C:12]=2[C:25]([F:28])([F:26])[F:27])[C:2]1[CH:3]=[CH:4][CH:5]=[CH:6][CH:7]=1. Given the reactants [CH2:1]([C:8]1[CH:9]=[N:10][C:11]2[C:16]([C:17]=1[C:18]1[CH:19]=[C:20]([NH2:24])[CH:21]=[CH:22][CH:23]=1)=[CH:15][CH:14]=[CH:13][C:12]=2[C:25]([F:28])([F:27])[F:26])[C:2]1[CH:7]=[CH:6][CH:5]=[CH:4][CH:3]=1.[OH:29][C:30]1[C:37]([OH:38])=[CH:36][CH:35]=[CH:34][C:31]=1[CH:32]=O, predict the reaction product.